The task is: Predict the reactants needed to synthesize the given product.. This data is from Retrosynthesis with 50K atom-mapped reactions and 10 reaction types from USPTO. (1) The reactants are: CCOC(=O)[C@H]1CCCN1C1CCN(C(=O)[C@@H](Cc2cc(Cl)c(N)c(C(F)(F)F)c2)OC(=O)N2CCC(N3CCc4ccccc4NC3=O)CC2)CC1. Given the product Nc1c(Cl)cc(C[C@@H](OC(=O)N2CCC(N3CCc4ccccc4NC3=O)CC2)C(=O)N2CCC(N3CCC[C@@H]3C(=O)O)CC2)cc1C(F)(F)F, predict the reactants needed to synthesize it. (2) Given the product CC(C)(C)OC(=O)N1[C@H](CO)CC[C@@H]1c1ccc(F)c(F)c1, predict the reactants needed to synthesize it. The reactants are: CCOC(=O)[C@H]1CC[C@@H](c2ccc(F)c(F)c2)N1C(=O)OC(C)(C)C. (3) Given the product O=Cc1cccnc1-c1ccc(C(F)(F)F)s1, predict the reactants needed to synthesize it. The reactants are: O=Cc1cccnc1Br.OB(O)c1ccc(C(F)(F)F)s1.